This data is from Forward reaction prediction with 1.9M reactions from USPTO patents (1976-2016). The task is: Predict the product of the given reaction. Given the reactants Cl.[NH2:2][CH2:3][CH2:4][NH:5][C:6](=[O:15])[O:7][CH2:8][C:9]1[CH:14]=[CH:13][CH:12]=[CH:11][CH:10]=1.[N:16]1([CH2:22][CH2:23][NH:24][C:25](N2C=CN=C2)=[O:26])[CH2:21][CH2:20][CH2:19][CH2:18][CH2:17]1, predict the reaction product. The product is: [N:16]1([CH2:22][CH2:23][NH:24][C:25]([NH:2][CH2:3][CH2:4][NH:5][C:6](=[O:15])[O:7][CH2:8][C:9]2[CH:10]=[CH:11][CH:12]=[CH:13][CH:14]=2)=[O:26])[CH2:21][CH2:20][CH2:19][CH2:18][CH2:17]1.